This data is from Reaction yield outcomes from USPTO patents with 853,638 reactions. The task is: Predict the reaction yield, written as a fraction of the theoretical maximum amount of product (1.0 means a 100% yield; for example, 0.34 means a 34% yield). The reactants are CS(O[CH2:6][C:7]1[CH:8]=[N:9][C:10]([O:14][C:15]2[CH:20]=[CH:19][C:18]([F:21])=[C:17]([F:22])[CH:16]=2)=[C:11]([F:13])[CH:12]=1)(=O)=O.[F-].[CH2:24]([N+:28](CCCC)(CCCC)CCCC)CCC.C[Si](C#N)(C)C. The catalyst is C(#N)C. The product is [F:22][C:17]1[CH:16]=[C:15]([CH:20]=[CH:19][C:18]=1[F:21])[O:14][C:10]1[N:9]=[CH:8][C:7]([CH2:6][C:24]#[N:28])=[CH:12][C:11]=1[F:13]. The yield is 0.890.